From a dataset of Reaction yield outcomes from USPTO patents with 853,638 reactions. Predict the reaction yield, written as a fraction of the theoretical maximum amount of product (1.0 means a 100% yield; for example, 0.34 means a 34% yield). (1) The reactants are S(=O)(=O)(O)O.[NH:6]1[CH2:14][CH2:13][CH2:12][CH:8]([C:9]([NH2:11])=[O:10])[CH2:7]1.[C:15](Cl)(=[O:22])[C:16]1[CH:21]=[CH:20][CH:19]=[CH:18][CH:17]=1.[OH-].[Na+]. No catalyst specified. The product is [C:15]([N:6]1[CH2:14][CH2:13][CH2:12][C@@H:8]([C:9]([NH2:11])=[O:10])[CH2:7]1)(=[O:22])[C:16]1[CH:21]=[CH:20][CH:19]=[CH:18][CH:17]=1. The yield is 0.880. (2) The reactants are [H-].[H-].[H-].[H-].[Li+].[Al+3].[N+:7]([CH2:10][CH3:11])([O-:9])=[O:8].[CH:12](=[O:19])[C:13]1[CH:18]=[CH:17][CH:16]=[N:15][CH:14]=1. The catalyst is C1COCC1. The product is [N+:7]([CH:10]([CH3:11])[CH:12]([C:13]1[CH:14]=[N:15][CH:16]=[CH:17][CH:18]=1)[OH:19])([O-:9])=[O:8]. The yield is 0.630.